Dataset: NCI-60 drug combinations with 297,098 pairs across 59 cell lines. Task: Regression. Given two drug SMILES strings and cell line genomic features, predict the synergy score measuring deviation from expected non-interaction effect. Drug 1: CC1=C2C(C(=O)C3(C(CC4C(C3C(C(C2(C)C)(CC1OC(=O)C(C(C5=CC=CC=C5)NC(=O)C6=CC=CC=C6)O)O)OC(=O)C7=CC=CC=C7)(CO4)OC(=O)C)O)C)OC(=O)C. Drug 2: CN(CCCl)CCCl.Cl. Cell line: UO-31. Synergy scores: CSS=-3.91, Synergy_ZIP=11.3, Synergy_Bliss=21.0, Synergy_Loewe=-6.90, Synergy_HSA=-3.33.